This data is from Reaction yield outcomes from USPTO patents with 853,638 reactions. The task is: Predict the reaction yield, written as a fraction of the theoretical maximum amount of product (1.0 means a 100% yield; for example, 0.34 means a 34% yield). (1) The reactants are [F:1][C:2]1[CH:13]=[CH:12][C:5]([O:6][CH2:7][C:8](=[O:11])[C:9]#[CH:10])=[CH:4][CH:3]=1.C(=O)C.C(CN)O. No catalyst specified. The product is [F:1][C:2]1[CH:13]=[CH:12][C:5]([O:6][CH2:7][C@@H:8]([OH:11])[C:9]#[CH:10])=[CH:4][CH:3]=1. The yield is 1.00. (2) The reactants are Br[CH2:2][CH2:3][O:4][C:5]1[CH:10]=[CH:9][CH:8]=[CH:7][C:6]=1[O:11][CH3:12].[CH3:13][NH2:14]. The catalyst is C(O)C. The product is [CH3:12][O:11][C:6]1[CH:7]=[CH:8][CH:9]=[CH:10][C:5]=1[O:4][CH2:3][CH2:2][NH:14][CH3:13]. The yield is 0.980. (3) The reactants are [Br:1][C:2]1[CH:7]=[CH:6][C:5]([C:8]2[CH:13]=[CH:12][CH:11]=[C:10]([Cl:14])[CH:9]=2)=[C:4]([CH3:15])[CH:3]=1.C1C(=O)N([Br:23])C(=O)C1. The catalyst is C(Cl)(Cl)(Cl)Cl. The product is [Br:1][C:2]1[CH:7]=[CH:6][C:5]([C:8]2[CH:13]=[CH:12][CH:11]=[C:10]([Cl:14])[CH:9]=2)=[C:4]([CH2:15][Br:23])[CH:3]=1. The yield is 0.600. (4) The reactants are Br[C:2]1[CH:9]=[C:8]([O:10][CH3:11])[C:7]([OH:12])=[CH:6][C:3]=1[CH:4]=[O:5].[Br:13][C:14]1[CH:19]=[CH:18][C:17](B(O)O)=[CH:16][CH:15]=1.[F-].[Cs+]. The catalyst is COCCOC.CO.C(Cl)Cl.C1C=CC([P]([Pd]([P](C2C=CC=CC=2)(C2C=CC=CC=2)C2C=CC=CC=2)([P](C2C=CC=CC=2)(C2C=CC=CC=2)C2C=CC=CC=2)[P](C2C=CC=CC=2)(C2C=CC=CC=2)C2C=CC=CC=2)(C2C=CC=CC=2)C2C=CC=CC=2)=CC=1. The product is [Br:13][C:14]1[CH:19]=[CH:18][C:17]([C:2]2[C:3]([CH:4]=[O:5])=[CH:6][C:7]([OH:12])=[C:8]([O:10][CH3:11])[CH:9]=2)=[CH:16][CH:15]=1. The yield is 0.600. (5) The reactants are [CH3:1][C:2]1([CH3:24])[C:6]([C:7]2[CH:8]=[C:9]([CH2:22]O)[CH:10]=[CH:11][C:12]=2[C:13]2[C:18]([F:19])=[CH:17][N:16]=[C:15]([O:20][CH3:21])[CH:14]=2)=[CH:5][CH2:4][CH2:3]1.CN(C=O)C.S(Cl)([Cl:32])=O. The catalyst is C(Cl)Cl. The product is [Cl:32][CH2:22][C:9]1[CH:10]=[CH:11][C:12]([C:13]2[C:18]([F:19])=[CH:17][N:16]=[C:15]([O:20][CH3:21])[CH:14]=2)=[C:7]([C:6]2[C:2]([CH3:24])([CH3:1])[CH2:3][CH2:4][CH:5]=2)[CH:8]=1. The yield is 0.990.